Dataset: Reaction yield outcomes from USPTO patents with 853,638 reactions. Task: Predict the reaction yield, written as a fraction of the theoretical maximum amount of product (1.0 means a 100% yield; for example, 0.34 means a 34% yield). (1) The reactants are Br[C:2]1[CH:3]=[C:4]([OH:21])[C:5]([C:12]([NH:14][CH2:15][C:16]([O:18]CC)=[O:17])=[O:13])=[C:6]2[C:11]=1[N:10]=[CH:9][CH:8]=[N:7]2.[N+:22]([C:25]1[CH:30]=[CH:29][CH:28]=[CH:27][C:26]=1B(O)O)([O-:24])=[O:23].C(=O)([O-])[O-].[K+].[K+].[OH-].[Na+]. The catalyst is O1CCOCC1.O.CO.C1C=CC([P]([Pd]([P](C2C=CC=CC=2)(C2C=CC=CC=2)C2C=CC=CC=2)([P](C2C=CC=CC=2)(C2C=CC=CC=2)C2C=CC=CC=2)[P](C2C=CC=CC=2)(C2C=CC=CC=2)C2C=CC=CC=2)(C2C=CC=CC=2)C2C=CC=CC=2)=CC=1. The product is [OH:21][C:4]1[C:5]([C:12]([NH:14][CH2:15][C:16]([OH:18])=[O:17])=[O:13])=[C:6]2[C:11](=[C:2]([C:26]3[CH:27]=[CH:28][CH:29]=[CH:30][C:25]=3[N+:22]([O-:24])=[O:23])[CH:3]=1)[N:10]=[CH:9][CH:8]=[N:7]2. The yield is 0.433. (2) The catalyst is C1CCC(P(C2CCCCC2)C2CCCCC2)CC1.C1CCC(P(C2CCCCC2)C2CCCCC2)CC1.[Cl-].[Cl-].[Pd+2].O1CCOCC1. The yield is 0.990. The product is [F:14][CH:13]([F:15])[CH2:12][N:6]1[CH2:5][C:4]2[C:8](=[CH:9][CH:10]=[C:2]([CH3:16])[CH:3]=2)[C:7]1=[O:11]. The reactants are Br[C:2]1[CH:3]=[C:4]2[C:8](=[CH:9][CH:10]=1)[C:7](=[O:11])[N:6]([CH2:12][CH:13]([F:15])[F:14])[CH2:5]2.[CH3:16]B1OB(C)OB(C)O1.P([O-])([O-])([O-])=O.[K+].[K+].[K+]. (3) The reactants are [H-].[Al+3].[Li+].[H-].[H-].[H-].[CH2:7]([N:9]1[CH:13]=[C:12]([CH:14]=[O:15])[N:11]=[CH:10]1)[CH3:8].O.O.O.O.O.O.O.O.O.O.S([O-])([O-])(=O)=O.[Na+].[Na+]. The catalyst is O1CCCC1. The product is [CH2:7]([N:9]1[CH:13]=[C:12]([CH2:14][OH:15])[N:11]=[CH:10]1)[CH3:8]. The yield is 1.00. (4) The reactants are [K].CC(C)([O-])C.[OH:7][C:8]1[CH:22]=[CH:21][CH:20]=[CH:19][C:9]=1[CH2:10]P(=O)(OCC)OCC.[C:23]1([CH3:45])[CH:28]=[CH:27][C:26]([N:29]([C:38]2[CH:43]=[CH:42][C:41]([CH3:44])=[CH:40][CH:39]=2)[C:30]2[CH:37]=[CH:36][C:33]([CH:34]=O)=[CH:32][CH:31]=2)=[CH:25][CH:24]=1.Cl. The catalyst is O1CCCC1.O. The product is [OH:7][C:8]1[CH:22]=[CH:21][CH:20]=[CH:19][C:9]=1[CH:10]=[CH:44][C:41]1[CH:40]=[CH:39][C:38]([N:29]([C:30]2[CH:37]=[CH:36][C:33]([CH3:34])=[CH:32][CH:31]=2)[C:26]2[CH:27]=[CH:28][C:23]([CH3:45])=[CH:24][CH:25]=2)=[CH:43][CH:42]=1. The yield is 0.720. (5) The reactants are [Br:1][C:2]1[CH:24]=[CH:23][C:5]2[C:6]3[N:10](CCO[C:4]=2[CH:3]=1)[CH:9]=[C:8]([C:14]1[N:15]([CH:20]([CH3:22])[CH3:21])[N:16]=[C:17]([CH3:19])[N:18]=1)[N:7]=3.Cl.BrC1C=CC(C(N)=N)=C([F:36])C=1.C(=O)([O-])O.[K+].BrCC(C1N(C(C)C)N=C(C)N=1)=O. The catalyst is C1COCC1.O. The product is [Br:1][C:2]1[CH:24]=[CH:23][C:5]([C:6]2[NH:10][CH:9]=[C:8]([C:14]3[N:15]([CH:20]([CH3:22])[CH3:21])[N:16]=[C:17]([CH3:19])[N:18]=3)[N:7]=2)=[C:4]([F:36])[CH:3]=1. The yield is 0.790.